From a dataset of Catalyst prediction with 721,799 reactions and 888 catalyst types from USPTO. Predict which catalyst facilitates the given reaction. (1) Reactant: Cl[C:2]1[C:3]2[CH:10]=[CH:9][N:8]([CH2:11][O:12][CH2:13][CH2:14][Si:15]([CH3:18])([CH3:17])[CH3:16])[C:4]=2[N:5]=[CH:6][N:7]=1.[NH:19]1[CH2:23][CH2:22][C@@H:21]([NH:24][C:25](=[O:31])[O:26][C:27]([CH3:30])([CH3:29])[CH3:28])[CH2:20]1.CCN(C(C)C)C(C)C. Product: [CH3:16][Si:15]([CH3:18])([CH3:17])[CH2:14][CH2:13][O:12][CH2:11][N:8]1[C:4]2[N:5]=[CH:6][N:7]=[C:2]([N:19]3[CH2:23][CH2:22][C@@H:21]([NH:24][C:25](=[O:31])[O:26][C:27]([CH3:29])([CH3:28])[CH3:30])[CH2:20]3)[C:3]=2[CH:10]=[CH:9]1. The catalyst class is: 14. (2) Product: [NH2:12][C:7]1[CH:8]=[CH:9][CH:10]=[C:11]2[C:6]=1[C:5](=[O:15])[C:4]([CH3:16])=[CH:3][N:2]2[CH3:1]. Reactant: [CH3:1][N:2]1[C:11]2[C:6](=[C:7]([N+:12]([O-])=O)[CH:8]=[CH:9][CH:10]=2)[C:5](=[O:15])[C:4]([CH3:16])=[CH:3]1.CN1C2C(=CC=C([N+]([O-])=O)C=2)C(=O)C(C)=C1.[H][H]. The catalyst class is: 19.